This data is from Reaction yield outcomes from USPTO patents with 853,638 reactions. The task is: Predict the reaction yield, written as a fraction of the theoretical maximum amount of product (1.0 means a 100% yield; for example, 0.34 means a 34% yield). (1) The reactants are Br[C:2]1[CH:6]=[C:5]([C:7]#[C:8][C:9]([O:12][CH3:13])([CH3:11])[CH3:10])[S:4][C:3]=1[C:14]([O:16][CH3:17])=[O:15].[NH2:18][CH2:19][C:20]([N:22]1[CH2:27][CH2:26][O:25][CH2:24][CH2:23]1)=[O:21].Cl.C([O-])([O-])=O.[Cs+].[Cs+].C1C=CC(P(C2C(C3C(P(C4C=CC=CC=4)C4C=CC=CC=4)=CC=C4C=3C=CC=C4)=C3C(C=CC=C3)=CC=2)C2C=CC=CC=2)=CC=1. The catalyst is C1(C)C=CC=CC=1.CCOC(C)=O.CC([O-])=O.CC([O-])=O.[Pd+2]. The product is [CH3:13][O:12][C:9]([CH3:11])([CH3:10])[C:8]#[C:7][C:5]1[S:4][C:3]([C:14]([O:16][CH3:17])=[O:15])=[C:2]([NH:18][CH2:19][C:20]([N:22]2[CH2:27][CH2:26][O:25][CH2:24][CH2:23]2)=[O:21])[CH:6]=1. The yield is 0.370. (2) The reactants are [N:1]([O-])=O.[Na+].[NH2:5][C:6]1[CH:7]=[CH:8][C:9]([NH:12][C:13]([CH:15]2[CH2:20][CH2:19][CH2:18][CH2:17][CH2:16]2)=[O:14])=[N:10][CH:11]=1.[Sn](Cl)Cl.[OH-].[K+]. The catalyst is Cl. The product is [NH:5]([C:6]1[CH:7]=[CH:8][C:9]([NH:12][C:13]([CH:15]2[CH2:16][CH2:17][CH2:18][CH2:19][CH2:20]2)=[O:14])=[N:10][CH:11]=1)[NH2:1]. The yield is 0.700. (3) The reactants are [CH3:1][O:2][C:3]([NH:5][CH:6]([CH2:10][CH3:11])[C:7](O)=[O:8])=[O:4].C1C=CC2N(O)N=NC=2C=1.Cl.Cl.Cl.[CH3:25][O:26][C:27](=[O:75])[NH:28][CH:29]([C:33]([N:35]1[CH:41]([C:42]2[NH:43][C:44]([C:47]3[CH:52]=[CH:51][C:50]([C:53]4[CH:62]=[CH:61][C:60]5[C:55](=[CH:56][CH:57]=[C:58]([C:63]6[NH:64][C:65]([CH:68]7[CH2:72][CH:71]([C:73]#[N:74])[CH2:70][NH:69]7)=[N:66][CH:67]=6)[CH:59]=5)[CH:54]=4)=[CH:49][CH:48]=3)=[CH:45][N:46]=2)[CH2:40][C:37]2([CH2:39][CH2:38]2)[CH2:36]1)=[O:34])[CH:30]([CH3:32])[CH3:31].CN1CCOCC1. The catalyst is CN(C=O)C.CCOC(C)=O. The product is [CH3:25][O:26][C:27](=[O:75])[NH:28][CH:29]([C:33]([N:35]1[CH:41]([C:42]2[NH:43][C:44]([C:47]3[CH:48]=[CH:49][C:50]([C:53]4[CH:62]=[CH:61][C:60]5[C:55](=[CH:56][CH:57]=[C:58]([C:63]6[NH:64][C:65]([CH:68]7[CH2:72][CH:71]([C:73]#[N:74])[CH2:70][N:69]7[C:7](=[O:8])[CH:6]([NH:5][C:3]([O:2][CH3:1])=[O:4])[CH2:10][CH3:11])=[N:66][CH:67]=6)[CH:59]=5)[CH:54]=4)=[CH:51][CH:52]=3)=[CH:45][N:46]=2)[CH2:40][C:37]2([CH2:38][CH2:39]2)[CH2:36]1)=[O:34])[CH:30]([CH3:32])[CH3:31]. The yield is 0.540. (4) The reactants are [CH:1]([C:3]1[O:7][C:6]([C:8]2[CH:9]=[C:10](NC(=O)C)[CH:11]=[CH:12][CH:13]=2)=[CH:5][CH:4]=1)=O.[S:18]1[CH2:24][C:22](=[O:23])[NH:21][C:19]1=[S:20].[CH2:25](CN)[OH:26].C[C:30](O)=[O:31]. The catalyst is O1CCOCC1. The product is [CH3:30][O:31][C:10]1[CH:9]=[C:8]([C:6]2[O:7][C:3]([CH:1]=[C:24]3[S:18][C:19](=[S:20])[NH:21][C:22]3=[O:23])=[CH:4][CH:5]=2)[CH:13]=[CH:12][C:11]=1[O:26][CH3:25]. The yield is 0.930. (5) The reactants are FC(F)(F)C(O)=O.[F:8][C:9]1([F:42])[CH2:14][CH2:13][CH:12]([N:15]([C:22]2[CH:34]=[C:33]([N:35]3[CH2:40][CH2:39][N:38]([CH3:41])[CH2:37][CH2:36]3)[CH:32]=[CH:31][C:23]=2[C:24]([O:26]C(C)(C)C)=[O:25])[C:16](=[O:21])[C:17]([F:20])([F:19])[F:18])[CH2:11][CH2:10]1. The catalyst is ClCCl.C(OCC)(=O)C.C(OCC)C. The product is [F:42][C:9]1([F:8])[CH2:14][CH2:13][CH:12]([N:15]([C:22]2[CH:34]=[C:33]([N:35]3[CH2:36][CH2:37][N:38]([CH3:41])[CH2:39][CH2:40]3)[CH:32]=[CH:31][C:23]=2[C:24]([OH:26])=[O:25])[C:16](=[O:21])[C:17]([F:18])([F:19])[F:20])[CH2:11][CH2:10]1. The yield is 0.790.